This data is from Forward reaction prediction with 1.9M reactions from USPTO patents (1976-2016). The task is: Predict the product of the given reaction. (1) Given the reactants [Cl:1][C:2]1[C:3]([C:12]2[O:13][CH:14]=[CH:15][CH:16]=2)=[N:4][C:5]([NH2:11])=[N:6][C:7]=1S(C)=O.[C:17]1([CH2:23][CH2:24][CH2:25][NH2:26])[CH:22]=[CH:21][CH:20]=[CH:19][CH:18]=1, predict the reaction product. The product is: [Cl:1][C:2]1[C:7]([NH:26][CH2:25][CH2:24][CH2:23][C:17]2[CH:22]=[CH:21][CH:20]=[CH:19][CH:18]=2)=[N:6][C:5]([NH2:11])=[N:4][C:3]=1[C:12]1[O:13][CH:14]=[CH:15][CH:16]=1. (2) Given the reactants Cl[C:2]1[N:7]=[CH:6][N:5]=[C:4]([NH:8][C:9]2[CH:14]=[CH:13][C:12]([O:15][CH3:16])=[CH:11][CH:10]=2)[CH:3]=1.[CH:17]1([NH2:22])[CH2:21][CH2:20][CH2:19][CH2:18]1.CCN(C(C)C)C(C)C, predict the reaction product. The product is: [CH:17]1([NH:22][C:2]2[CH:3]=[C:4]([NH:8][C:9]3[CH:14]=[CH:13][C:12]([O:15][CH3:16])=[CH:11][CH:10]=3)[N:5]=[CH:6][N:7]=2)[CH2:21][CH2:20][CH2:19][CH2:18]1. (3) Given the reactants C1C(=O)N([Br:8])C(=O)C1.[NH2:9][C:10]1[N:15]2[N:16]=[CH:17][C:18]([C:19]3[CH:20]=[N:21][C:22]4[C:27]([CH:28]=3)=[CH:26][CH:25]=[CH:24][CH:23]=4)=[C:14]2[N:13]=[C:12]([C:29]2[CH:34]=[CH:33][C:32]([CH2:35][C:36]([OH:38])=[O:37])=[CH:31][CH:30]=2)[CH:11]=1, predict the reaction product. The product is: [NH2:9][C:10]1[N:15]2[N:16]=[CH:17][C:18]([C:19]3[CH:20]=[N:21][C:22]4[C:27]([CH:28]=3)=[CH:26][CH:25]=[CH:24][CH:23]=4)=[C:14]2[N:13]=[C:12]([C:29]2[CH:34]=[CH:33][C:32]([CH2:35][C:36]([OH:38])=[O:37])=[CH:31][CH:30]=2)[C:11]=1[Br:8]. (4) Given the reactants [NH2:1][C:2]1[C:3]([CH3:13])=[CH:4][C:5]([CH2:11][CH3:12])=[C:6]([CH:10]=1)[C:7]([OH:9])=O.[F:14][C:15]1([C:21]2[CH:28]=[CH:27][C:24]([C:25]#[N:26])=[CH:23][CH:22]=2)[CH2:20][CH2:19][NH:18][CH2:17][CH2:16]1.CN(C(ON1N=NC2C=CC=CC1=2)=[N+](C)C)C.F[P-](F)(F)(F)(F)F.CCN(C(C)C)C(C)C, predict the reaction product. The product is: [NH2:1][C:2]1[C:3]([CH3:13])=[CH:4][C:5]([CH2:11][CH3:12])=[C:6]([CH:10]=1)[C:7]([N:18]1[CH2:19][CH2:20][C:15]([C:21]2[CH:28]=[CH:27][C:24]([C:25]#[N:26])=[CH:23][CH:22]=2)([F:14])[CH2:16][CH2:17]1)=[O:9].